This data is from Forward reaction prediction with 1.9M reactions from USPTO patents (1976-2016). The task is: Predict the product of the given reaction. Given the reactants [Cl:1][CH2:2][CH2:3][CH2:4][CH2:5][C:6]1([CH2:16][CH3:17])[C:14]2[C:9](=[CH:10][CH:11]=[CH:12][CH:13]=2)[NH:8][C:7]1=[O:15].[Cl:18][C:19]1[CH:24]=[C:23]([Cl:25])[CH:22]=[CH:21][C:20]=1[N:26]1[CH2:31][CH2:30][NH:29][CH2:28][CH2:27]1, predict the reaction product. The product is: [ClH:1].[Cl:18][C:19]1[CH:24]=[C:23]([Cl:25])[CH:22]=[CH:21][C:20]=1[N:26]1[CH2:27][CH2:28][N:29]([CH2:2][CH2:3][CH2:4][CH2:5][C:6]2([CH2:16][CH3:17])[C:14]3[C:9](=[CH:10][CH:11]=[CH:12][CH:13]=3)[NH:8][C:7]2=[O:15])[CH2:30][CH2:31]1.